Dataset: NCI-60 drug combinations with 297,098 pairs across 59 cell lines. Task: Regression. Given two drug SMILES strings and cell line genomic features, predict the synergy score measuring deviation from expected non-interaction effect. (1) Drug 1: CC1CCC2CC(C(=CC=CC=CC(CC(C(=O)C(C(C(=CC(C(=O)CC(OC(=O)C3CCCCN3C(=O)C(=O)C1(O2)O)C(C)CC4CCC(C(C4)OC)OCCO)C)C)O)OC)C)C)C)OC. Drug 2: C(CC(=O)O)C(=O)CN.Cl. Cell line: SR. Synergy scores: CSS=27.4, Synergy_ZIP=3.58, Synergy_Bliss=13.5, Synergy_Loewe=-29.0, Synergy_HSA=0.870. (2) Drug 1: CC(CN1CC(=O)NC(=O)C1)N2CC(=O)NC(=O)C2. Drug 2: CC1=C(C=C(C=C1)C(=O)NC2=CC(=CC(=C2)C(F)(F)F)N3C=C(N=C3)C)NC4=NC=CC(=N4)C5=CN=CC=C5. Cell line: HOP-92. Synergy scores: CSS=15.4, Synergy_ZIP=-5.17, Synergy_Bliss=-2.70, Synergy_Loewe=-1.77, Synergy_HSA=-1.94. (3) Drug 1: CN(C)C(=N)N=C(N)N. Drug 2: C1CC(CNC1)C2=CC=C(C=C2)N3C=C4C=CC=C(C4=N3)C(=O)N. Cell line: SK-OV-3. Synergy scores: CSS=3.43, Synergy_ZIP=-2.88, Synergy_Bliss=-0.936, Synergy_Loewe=1.47, Synergy_HSA=1.84. (4) Drug 1: CS(=O)(=O)CCNCC1=CC=C(O1)C2=CC3=C(C=C2)N=CN=C3NC4=CC(=C(C=C4)OCC5=CC(=CC=C5)F)Cl. Drug 2: CC1C(C(CC(O1)OC2CC(CC3=C2C(=C4C(=C3O)C(=O)C5=C(C4=O)C(=CC=C5)OC)O)(C(=O)CO)O)N)O.Cl. Cell line: IGROV1. Synergy scores: CSS=44.7, Synergy_ZIP=3.72, Synergy_Bliss=8.59, Synergy_Loewe=-1.22, Synergy_HSA=10.4.